Dataset: Reaction yield outcomes from USPTO patents with 853,638 reactions. Task: Predict the reaction yield, written as a fraction of the theoretical maximum amount of product (1.0 means a 100% yield; for example, 0.34 means a 34% yield). The reactants are [CH2:1]([O:8][CH2:9][C@H:10]1[C@@H:14]([O:15][Si:16]([C:19]([CH3:22])([CH3:21])[CH3:20])([CH3:18])[CH3:17])[CH2:13][C@H:12]([NH2:23])[CH2:11]1)[C:2]1[CH:7]=[CH:6][CH:5]=[CH:4][CH:3]=1.C(N(CC)CC)C.[Cl:31][C:32]1[N:37]=[C:36](Cl)[N:35]=[C:34]([NH:39][C@@H:40]2[C:48]3[C:43](=[CH:44][CH:45]=[CH:46][CH:47]=3)[CH2:42][C@@H:41]2[O:49][CH3:50])[N:33]=1. The catalyst is C1COCC1. The product is [CH2:1]([O:8][CH2:9][C@H:10]1[C@@H:14]([O:15][Si:16]([C:19]([CH3:20])([CH3:22])[CH3:21])([CH3:18])[CH3:17])[CH2:13][C@H:12]([NH:23][C:36]2[N:35]=[C:34]([NH:39][C@@H:40]3[C:48]4[C:43](=[CH:44][CH:45]=[CH:46][CH:47]=4)[CH2:42][C@@H:41]3[O:49][CH3:50])[N:33]=[C:32]([Cl:31])[N:37]=2)[CH2:11]1)[C:2]1[CH:7]=[CH:6][CH:5]=[CH:4][CH:3]=1. The yield is 0.310.